The task is: Predict which catalyst facilitates the given reaction.. This data is from Catalyst prediction with 721,799 reactions and 888 catalyst types from USPTO. (1) Reactant: C(OCC)(=O)C.[C:7]([C:9]1[CH:14]=[CH:13][C:12]([C@H:15]2[O:19][C:18]([CH3:21])([CH3:20])[N:17]([C:22]([O:24][C:25]([CH3:28])([CH3:27])[CH3:26])=[O:23])[C@@H:16]2[CH2:29][F:30])=[CH:11][CH:10]=1)#[CH:8].Cl/[C:32](=[N:38]/[OH:39])/[C:33]([O:35][CH2:36][CH3:37])=[O:34].C(=O)([O-])O.[Na+]. Product: [C:25]([O:24][C:22]([N:17]1[C@H:16]([CH2:29][F:30])[C@@H:15]([C:12]2[CH:11]=[CH:10][C:9]([C:7]3[O:39][N:38]=[C:32]([C:33]([O:35][CH2:36][CH3:37])=[O:34])[CH:8]=3)=[CH:14][CH:13]=2)[O:19][C:18]1([CH3:21])[CH3:20])=[O:23])([CH3:28])([CH3:27])[CH3:26]. The catalyst class is: 9. (2) Reactant: [CH:1]1([C:4]2[N:9]=[C:8]([C:10]3[C:18]4[C:13](=[CH:14][CH:15]=[C:16]([C:19]([OH:21])=O)[CH:17]=4)[NH:12][CH:11]=3)[CH:7]=[N:6][CH:5]=2)[CH2:3][CH2:2]1.[C:22]1([NH:28][C:29](=[O:32])[NH:30][NH2:31])[CH:27]=[CH:26][CH:25]=[CH:24][CH:23]=1.C(Cl)CCl.C1C=CC2N(O)N=NC=2C=1.CCN(C(C)C)C(C)C. Product: [CH:1]1([C:4]2[N:9]=[C:8]([C:10]3[C:18]4[C:13](=[CH:14][CH:15]=[C:16]([C:19]([NH:31][NH:30][C:29]([NH:28][C:22]5[CH:23]=[CH:24][CH:25]=[CH:26][CH:27]=5)=[O:32])=[O:21])[CH:17]=4)[NH:12][CH:11]=3)[CH:7]=[N:6][CH:5]=2)[CH2:2][CH2:3]1. The catalyst class is: 18. (3) Reactant: Cl[CH2:2][C:3]([NH:5][CH2:6][CH:7]([OH:24])[CH2:8][N:9]([CH2:17][C:18]1[CH:23]=[CH:22][CH:21]=[CH:20][CH:19]=1)[CH2:10][C:11]1[CH:16]=[CH:15][CH:14]=[CH:13][CH:12]=1)=[O:4].CC([O-])(C)C.[K+]. Product: [CH2:10]([N:9]([CH2:8][CH:7]1[CH2:6][NH:5][C:3](=[O:4])[CH2:2][O:24]1)[CH2:17][C:18]1[CH:23]=[CH:22][CH:21]=[CH:20][CH:19]=1)[C:11]1[CH:16]=[CH:15][CH:14]=[CH:13][CH:12]=1. The catalyst class is: 218. (4) Reactant: [NH2:1][C:2]1[C:3]([CH3:15])=[C:4]([CH:9]=[C:10]([N+:12]([O-:14])=[O:13])[CH:11]=1)[C:5]([O:7][CH3:8])=[O:6].[N:16]([O-])=O.[Na+]. Product: [N+:12]([C:10]1[CH:9]=[C:4]([C:5]([O:7][CH3:8])=[O:6])[C:3]2[CH:15]=[N:16][NH:1][C:2]=2[CH:11]=1)([O-:14])=[O:13]. The catalyst class is: 15. (5) Reactant: Br[C:2]1[CH:3]=[C:4]([CH:21]=[CH:22][C:23]=1[O:24][CH3:25])[C:5]([NH:7][C:8]1[CH:13]=[CH:12][C:11]([N:14]2[CH2:19][CH2:18][O:17][CH2:16][CH2:15]2)=[CH:10][C:9]=1[CH3:20])=[O:6].C([O:28][C:29]([C:31]1[CH:36]=[CH:35][C:34](B(O)O)=[CH:33][CH:32]=1)=[O:30])C.COCCOC.C(=O)([O-])[O-].[Cs+].[Cs+]. Product: [CH3:25][O:24][C:23]1[CH:22]=[CH:21][C:4]([C:5](=[O:6])[NH:7][C:8]2[CH:13]=[CH:12][C:11]([N:14]3[CH2:19][CH2:18][O:17][CH2:16][CH2:15]3)=[CH:10][C:9]=2[CH3:20])=[CH:3][C:2]=1[C:34]1[CH:35]=[CH:36][C:31]([C:29]([OH:30])=[O:28])=[CH:32][CH:33]=1. The catalyst class is: 6.